Task: Binary Classification. Given a drug SMILES string, predict its activity (active/inactive) in a high-throughput screening assay against a specified biological target.. Dataset: HIV replication inhibition screening data with 41,000+ compounds from the AIDS Antiviral Screen (1) The molecule is O=C1C(=O)N(c2ccc(Cl)cc2)C(=O)C(=O)C1c1nc2ccccc2s1. The result is 0 (inactive). (2) The molecule is COc1ccccc1C=C(C#N)C(=O)O. The result is 0 (inactive).